From a dataset of Reaction yield outcomes from USPTO patents with 853,638 reactions. Predict the reaction yield, written as a fraction of the theoretical maximum amount of product (1.0 means a 100% yield; for example, 0.34 means a 34% yield). (1) The reactants are [Cl:1][C:2]1[C:7]([NH:8][NH2:9])=[N:6][CH:5]=[CH:4][N:3]=1.CO[C:12](OC)(OC)[C:13]1[CH:18]=[CH:17][CH:16]=[CH:15][CH:14]=1. No catalyst specified. The product is [Cl:1][C:2]1[C:7]2[N:6]([C:12]([C:13]3[CH:18]=[CH:17][CH:16]=[CH:15][CH:14]=3)=[N:9][N:8]=2)[CH:5]=[CH:4][N:3]=1. The yield is 1.00. (2) The reactants are [CH2:1]1OCCOCCOCCOCCOCC[O:3][CH2:2]1.COC(CP(=O)(OCC(F)(F)F)OCC(F)(F)F)=O.C[Si]([N-][Si](C)(C)C)(C)C.[K+].[Cl:48][C:49]1[CH:54]=[CH:53][CH:52]=[CH:51][C:50]=1[NH:55][C:56]1[C:61]([CH:62]=O)=[C:60]([O:64][C:65]2[CH:70]=[CH:69][CH:68]=[CH:67][CH:66]=2)[N:59]=[C:58]([S:71][CH3:72])[N:57]=1.[NH4+].[Cl-]. The catalyst is C1(C)C=CC=CC=1.C1COCC1.CCOCC. The product is [Cl:48][C:49]1[CH:54]=[CH:53][CH:52]=[CH:51][C:50]=1[N:55]1[C:56]2[N:57]=[C:58]([S:71][CH3:72])[N:59]=[C:60]([O:64][C:65]3[CH:66]=[CH:67][CH:68]=[CH:69][CH:70]=3)[C:61]=2[CH:62]=[CH:1][C:2]1=[O:3]. The yield is 0.910. (3) The reactants are [Cl:1][C:2]1[CH:7]=[CH:6][CH:5]=[C:4]([Cl:8])[C:3]=1Br.[OH-].[Na+].[F:12][C:13]1[CH:14]=[CH:15][C:16]([O:22][CH3:23])=[C:17](B(O)O)[CH:18]=1. The catalyst is COCCOC.O.C1C=CC([P]([Pd]([P](C2C=CC=CC=2)(C2C=CC=CC=2)C2C=CC=CC=2)([P](C2C=CC=CC=2)(C2C=CC=CC=2)C2C=CC=CC=2)[P](C2C=CC=CC=2)(C2C=CC=CC=2)C2C=CC=CC=2)(C2C=CC=CC=2)C2C=CC=CC=2)=CC=1. The product is [Cl:1][C:2]1[CH:7]=[CH:6][CH:5]=[C:4]([Cl:8])[C:3]=1[C:15]1[CH:14]=[C:13]([F:12])[CH:18]=[CH:17][C:16]=1[O:22][CH3:23]. The yield is 0.870.